From a dataset of Peptide-MHC class II binding affinity with 134,281 pairs from IEDB. Regression. Given a peptide amino acid sequence and an MHC pseudo amino acid sequence, predict their binding affinity value. This is MHC class II binding data. The peptide sequence is AVHVWLRLPAGRVEI. The MHC is HLA-DQA10501-DQB10201 with pseudo-sequence HLA-DQA10501-DQB10201. The binding affinity (normalized) is 0.130.